From a dataset of Full USPTO retrosynthesis dataset with 1.9M reactions from patents (1976-2016). Predict the reactants needed to synthesize the given product. (1) Given the product [CH:40]1([NH:46][C:47](=[O:48])[N:22]([CH3:21])[C:23]2[N:24]=[C:25]3[CH:31]=[CH:30][N:29]([CH2:32][O:33][CH2:34][CH2:35][Si:36]([CH3:39])([CH3:38])[CH3:37])[C:26]3=[N:27][CH:28]=2)[CH2:45][CH2:44][CH2:43][CH2:42][CH2:41]1, predict the reactants needed to synthesize it. The reactants are: BrC1N=C2C=CN(COCC[Si](C)(C)C)C2=NC=1.CN.[CH3:21][NH:22][C:23]1[N:24]=[C:25]2[CH:31]=[CH:30][N:29]([CH2:32][O:33][CH2:34][CH2:35][Si:36]([CH3:39])([CH3:38])[CH3:37])[C:26]2=[N:27][CH:28]=1.[CH:40]1([N:46]=[C:47]=[O:48])[CH2:45][CH2:44][CH2:43][CH2:42][CH2:41]1. (2) Given the product [CH3:47][C:48]1[C:56]2[C:51](=[CH:52][CH:53]=[CH:54][C:55]=2[NH:57][C:19]([C:16]2[N:13]3[CH:14]=[CH:15][C:10]([O:9][CH2:8][CH2:7][N:4]4[CH2:3][CH2:2][O:1][CH2:6][CH2:5]4)=[CH:11][C:12]3=[N:18][CH:17]=2)=[O:21])[N:50]([CH2:58][C:59]2[CH:64]=[CH:63][CH:62]=[C:61]([CH3:65])[N:60]=2)[N:49]=1, predict the reactants needed to synthesize it. The reactants are: [O:1]1[CH2:6][CH2:5][N:4]([CH2:7][CH2:8][O:9][C:10]2[CH:15]=[CH:14][N:13]3[C:16]([C:19]([O-:21])=O)=[CH:17][N:18]=[C:12]3[CH:11]=2)[CH2:3][CH2:2]1.[Li+].CN(C(ON1N=NC2C=CC=NC1=2)=[N+](C)C)C.F[P-](F)(F)(F)(F)F.[CH3:47][C:48]1[C:56]2[C:55]([NH2:57])=[CH:54][CH:53]=[CH:52][C:51]=2[N:50]([CH2:58][C:59]2[CH:64]=[CH:63][CH:62]=[C:61]([CH3:65])[N:60]=2)[N:49]=1.C(N(C(C)C)CC)(C)C. (3) Given the product [Br:1][C:2]1[CH:3]=[CH:4][C:5]2[O:14][CH2:13][CH2:12][N:11]3[C:7](=[N:8][C:9]([C:20]4[CH:19]=[C:18]([CH3:17])[CH:23]=[CH:22][N:21]=4)=[CH:10]3)[C:6]=2[CH:16]=1, predict the reactants needed to synthesize it. The reactants are: [Br:1][C:2]1[CH:3]=[CH:4][C:5]2[O:14][CH2:13][CH2:12][N:11]3[C:7](=[N:8][C:9](I)=[CH:10]3)[C:6]=2[CH:16]=1.[CH3:17][C:18]1[CH:23]=[CH:22][N:21]=[C:20]([Sn](CCCC)(CCCC)CCCC)[CH:19]=1. (4) Given the product [CH:1]([N:4]1[C:8]([C:9]2[N:10]=[C:11]3[C:17]4[CH:18]=[CH:19][C:20]([C:22]5[N:26]([CH:27]6[CH2:32][CH2:31][CH2:30][N:29]([C:33]([CH3:40])([CH3:39])[CH2:34][OH:35])[CH2:28]6)[N:25]=[CH:24][CH:23]=5)=[CH:21][C:16]=4[O:15][CH2:14][CH2:13][N:12]3[CH:41]=2)=[N:7][C:6]([CH3:42])=[N:5]1)([CH3:3])[CH3:2], predict the reactants needed to synthesize it. The reactants are: [CH:1]([N:4]1[C:8]([C:9]2[N:10]=[C:11]3[C:17]4[CH:18]=[CH:19][C:20]([C:22]5[N:26]([CH:27]6[CH2:32][CH2:31][CH2:30][N:29]([C:33]([CH3:40])([CH3:39])[C:34](OCC)=[O:35])[CH2:28]6)[N:25]=[CH:24][CH:23]=5)=[CH:21][C:16]=4[O:15][CH2:14][CH2:13][N:12]3[CH:41]=2)=[N:7][C:6]([CH3:42])=[N:5]1)([CH3:3])[CH3:2].[H-].[Al+3].[Li+].[H-].[H-].[H-]. (5) Given the product [N+:1]([C:4]1[CH:5]=[C:6]([S:17]([NH2:20])(=[O:18])=[O:19])[CH:7]=[CH:8][C:9]=1[NH:10][CH:11]1[CH2:16][CH2:15][N:14]([S:27]([C:21]2[CH:26]=[CH:25][CH:24]=[CH:23][CH:22]=2)(=[O:29])=[O:28])[CH2:13][CH2:12]1)([O-:3])=[O:2], predict the reactants needed to synthesize it. The reactants are: [N+:1]([C:4]1[CH:5]=[C:6]([S:17]([NH2:20])(=[O:19])=[O:18])[CH:7]=[CH:8][C:9]=1[NH:10][CH:11]1[CH2:16][CH2:15][NH:14][CH2:13][CH2:12]1)([O-:3])=[O:2].[C:21]1([S:27](Cl)(=[O:29])=[O:28])[CH:26]=[CH:25][CH:24]=[CH:23][CH:22]=1.C(N(CC)CC)C.